This data is from Full USPTO retrosynthesis dataset with 1.9M reactions from patents (1976-2016). The task is: Predict the reactants needed to synthesize the given product. (1) Given the product [N:15]([CH2:9][C:8]1[C:3]([CH2:1][CH3:2])=[N:4][CH:5]=[CH:6][CH:7]=1)=[N+:16]=[N-:17], predict the reactants needed to synthesize it. The reactants are: [CH2:1]([C:3]1[C:8]([CH2:9]O)=[CH:7][CH:6]=[CH:5][N:4]=1)[CH3:2].S(Cl)(Cl)=O.[N-:15]=[N+:16]=[N-:17].[Na+]. (2) The reactants are: [C:1]([O:5][C:6]([N:8]1[CH2:12][C@@H:11]([CH2:13][N:14]([CH:31]([CH3:33])[CH3:32])[C:15](=[O:30])[C:16]2[CH:21]=[CH:20][C:19]([O:22][CH3:23])=[C:18]([O:24][CH2:25][CH2:26][CH2:27][O:28][CH3:29])[CH:17]=2)[C@H:10]([CH2:34][OH:35])[CH2:9]1)=[O:7])([CH3:4])([CH3:3])[CH3:2].C(Cl)Cl.CO.CC#N.O.CC#N. Given the product [C:1]([O:5][C:6]([N:8]1[CH2:12][C@@H:11]([CH2:13][N:14]([CH:31]([CH3:32])[CH3:33])[C:15](=[O:30])[C:16]2[CH:21]=[CH:20][C:19]([O:22][CH3:23])=[C:18]([O:24][CH2:25][CH2:26][CH2:27][O:28][CH3:29])[CH:17]=2)[C@H:10]([CH:34]=[O:35])[CH2:9]1)=[O:7])([CH3:4])([CH3:3])[CH3:2], predict the reactants needed to synthesize it. (3) Given the product [C:48]([C:45]1[CH:46]=[CH:47][C:42]([CH2:41][CH2:40][N:24]([CH2:23][CH2:22][C:17]2[CH:18]=[CH:19][CH:20]=[CH:21][C:16]=2[O:15][CH2:14][C:13]2[CH:12]=[CH:11][C:10]([C:8]3[O:9][C:5]4[CH:4]=[CH:3][C:2]([Cl:1])=[CH:54][C:6]=4[N:7]=3)=[CH:53][CH:52]=2)[CH:25]2[CH2:34][CH2:33][CH2:32][C:31]3[N:30]=[C:29]([C:35]([OH:37])=[O:36])[CH:28]=[CH:27][C:26]2=3)=[CH:43][CH:44]=1)([OH:50])=[O:49], predict the reactants needed to synthesize it. The reactants are: [Cl:1][C:2]1[CH:3]=[CH:4][C:5]2[O:9][C:8]([C:10]3[CH:53]=[CH:52][C:13]([CH2:14][O:15][C:16]4[CH:21]=[CH:20][CH:19]=[CH:18][C:17]=4[CH2:22][CH2:23][N:24]([CH2:40][CH2:41][C:42]4[CH:47]=[CH:46][C:45]([C:48]([O:50]C)=[O:49])=[CH:44][CH:43]=4)[CH:25]4[CH2:34][CH2:33][CH2:32][C:31]5[N:30]=[C:29]([C:35]([O:37]CC)=[O:36])[CH:28]=[CH:27][C:26]4=5)=[CH:12][CH:11]=3)=[N:7][C:6]=2[CH:54]=1.O.[OH-].[Li+].